Dataset: Forward reaction prediction with 1.9M reactions from USPTO patents (1976-2016). Task: Predict the product of the given reaction. (1) Given the reactants [CH3:1][O:2][C:3]1[CH:4]=[C:5]([CH:10]=[CH:11][C:12]=1[O:13][CH3:14])[O:6][CH2:7][CH2:8]O.C1(P(C2C=CC=CC=2)C2C=CC=CC=2)C=CC=CC=1.C(Br)(Br)(Br)[Br:35].N#N, predict the reaction product. The product is: [Br:35][CH2:8][CH2:7][O:6][C:5]1[CH:10]=[CH:11][C:12]([O:13][CH3:14])=[C:3]([O:2][CH3:1])[CH:4]=1. (2) The product is: [C:22]([C:11]1[C:12](=[C:17]([C:20]#[N:21])[C:18]#[N:19])[O:13][C:14]([CH3:15])([CH3:16])[C:10]=1[C:7]1[CH:6]=[CH:5][C:4]([N:1]2[CH:31]=[C:30]([C:24]3[CH:29]=[CH:28][CH:27]=[CH:26][CH:25]=3)[N:3]=[N:2]2)=[CH:9][CH:8]=1)#[N:23]. Given the reactants [N:1]([C:4]1[CH:9]=[CH:8][C:7]([C:10]2[C:14]([CH3:16])([CH3:15])[O:13][C:12](=[C:17]([C:20]#[N:21])[C:18]#[N:19])[C:11]=2[C:22]#[N:23])=[CH:6][CH:5]=1)=[N+:2]=[N-:3].[C:24]1([C:30]#[CH:31])[CH:29]=[CH:28][CH:27]=[CH:26][CH:25]=1.O=C1O[C@H]([C@H](CO)O)C([O-])=C1O.[Na+].O, predict the reaction product. (3) Given the reactants [Cl:1][C:2]1[CH:3]=[C:4]([N:8]2[C:12]([C:13]3[CH:18]=[CH:17][C:16]([Cl:19])=[CH:15][C:14]=3[Cl:20])=[CH:11][C:10]([C:21]([O:23]CC)=[O:22])=[N:9]2)[CH:5]=[CH:6][CH:7]=1.[OH-].[K+], predict the reaction product. The product is: [Cl:1][C:2]1[CH:3]=[C:4]([N:8]2[C:12]([C:13]3[CH:18]=[CH:17][C:16]([Cl:19])=[CH:15][C:14]=3[Cl:20])=[CH:11][C:10]([C:21]([OH:23])=[O:22])=[N:9]2)[CH:5]=[CH:6][CH:7]=1. (4) Given the reactants P(CCCC)(CCCC)CCCC.C1CCN(C(N=NC(N2CCCCC2)=O)=O)CC1.[Cl:32][C:33]1[CH:34]=[CH:35][C:36]([C:39]2[CH:44]=[CH:43][C:42]([OH:45])=[CH:41][CH:40]=2)=[N:37][CH:38]=1.O[CH2:47][CH:48]1[CH:53]([NH:54][C:55](=[O:61])[O:56][C:57]([CH3:60])([CH3:59])[CH3:58])[CH2:52][CH2:51][O:50][CH2:49]1.[OH-].[Na+], predict the reaction product. The product is: [Cl:32][C:33]1[CH:34]=[CH:35][C:36]([C:39]2[CH:44]=[CH:43][C:42]([O:45][CH2:47][CH:48]3[CH:53]([NH:54][C:55](=[O:61])[O:56][C:57]([CH3:60])([CH3:59])[CH3:58])[CH2:52][CH2:51][O:50][CH2:49]3)=[CH:41][CH:40]=2)=[N:37][CH:38]=1.